Dataset: NCI-60 drug combinations with 297,098 pairs across 59 cell lines. Task: Regression. Given two drug SMILES strings and cell line genomic features, predict the synergy score measuring deviation from expected non-interaction effect. (1) Drug 1: C1C(C(OC1N2C=C(C(=O)NC2=O)F)CO)O. Drug 2: C1=NC2=C(N1)C(=S)N=CN2. Cell line: ACHN. Synergy scores: CSS=48.6, Synergy_ZIP=-9.65, Synergy_Bliss=-6.29, Synergy_Loewe=-2.92, Synergy_HSA=-0.448. (2) Drug 1: C1=CC(=CC=C1CC(C(=O)O)N)N(CCCl)CCCl.Cl. Drug 2: COCCOC1=C(C=C2C(=C1)C(=NC=N2)NC3=CC=CC(=C3)C#C)OCCOC.Cl. Cell line: M14. Synergy scores: CSS=2.74, Synergy_ZIP=0.189, Synergy_Bliss=-2.06, Synergy_Loewe=-5.83, Synergy_HSA=-5.63. (3) Drug 1: CC12CCC3C(C1CCC2=O)CC(=C)C4=CC(=O)C=CC34C. Drug 2: CCC(=C(C1=CC=CC=C1)C2=CC=C(C=C2)OCCN(C)C)C3=CC=CC=C3.C(C(=O)O)C(CC(=O)O)(C(=O)O)O. Cell line: DU-145. Synergy scores: CSS=47.4, Synergy_ZIP=0.891, Synergy_Bliss=3.09, Synergy_Loewe=3.00, Synergy_HSA=2.38.